Task: Predict the reactants needed to synthesize the given product.. Dataset: Full USPTO retrosynthesis dataset with 1.9M reactions from patents (1976-2016) (1) Given the product [F:15][C:12]([F:13])([F:14])[CH2:11][C:5]1[N:4]=[C:3]([OH:2])[CH:8]=[C:7]([OH:9])[N:6]=1, predict the reactants needed to synthesize it. The reactants are: C[O:2][C:3]1[CH:8]=[C:7]([O:9]C)[N:6]=[C:5]([CH2:11][C:12]([F:15])([F:14])[F:13])[N:4]=1.Cl[Si](C)(C)C.[I-].[Na+]. (2) Given the product [C:4]([O:3][C:1]([N:8]1[CH2:13][CH2:12][C:11](=[O:14])[C:10](=[CH:17][N:18]([CH3:20])[CH3:19])[CH2:9]1)=[O:2])([CH3:7])([CH3:6])[CH3:5], predict the reactants needed to synthesize it. The reactants are: [C:1]([N:8]1[CH2:13][CH2:12][C:11](=[O:14])[CH2:10][CH2:9]1)([O:3][C:4]([CH3:7])([CH3:6])[CH3:5])=[O:2].CO[CH:17](OC)[N:18]([CH3:20])[CH3:19]. (3) Given the product [CH:1]1([C:5](=[O:4])[CH:16]([CH3:17])[C:7](=[O:9])[C:6]([O:13][CH2:14][CH3:15])=[O:12])[CH2:2][CH2:3]1, predict the reactants needed to synthesize it. The reactants are: [CH2:1]1[CH2:5][O:4][CH2:3][CH2:2]1.[C:6]([O:13][CH2:14][CH3:15])(=[O:12])[C:7]([O:9]CC)=O.[CH2:16](OCC)[CH3:17]. (4) Given the product [Cl:15][C:16]1[C:17]([C:18]([O:20][CH2:21][CH3:22])=[O:19])=[C:23]([F:27])[C:24]([CH:31]=[O:32])=[CH:25][CH:26]=1, predict the reactants needed to synthesize it. The reactants are: CCN(C(C)C)C(C)C.[Li]CCCC.[Cl:15][C:16]1[CH:26]=[CH:25][CH:24]=[C:23]([F:27])[C:17]=1[C:18]([O:20][CH2:21][CH3:22])=[O:19].CN([CH:31]=[O:32])C.